This data is from Reaction yield outcomes from USPTO patents with 853,638 reactions. The task is: Predict the reaction yield, written as a fraction of the theoretical maximum amount of product (1.0 means a 100% yield; for example, 0.34 means a 34% yield). (1) The reactants are Br[CH2:2][CH2:3][NH:4][C:5]([C:7]1[NH:8][C:9]2[C:14]([CH:15]=1)=[CH:13][CH:12]=[CH:11][C:10]=2[NH:16][S:17]([C:20]1[S:21][CH:22]=[CH:23][CH:24]=1)(=[O:19])=[O:18])=[O:6].[H-].[Na+].C(O)(=O)CC(CC(O)=O)(C(O)=O)O. The catalyst is O1CCCC1. The product is [O:6]1[CH2:2][CH2:3][N:4]=[C:5]1[C:7]1[NH:8][C:9]2[C:14]([CH:15]=1)=[CH:13][CH:12]=[CH:11][C:10]=2[NH:16][S:17]([C:20]1[S:21][CH:22]=[CH:23][CH:24]=1)(=[O:19])=[O:18]. The yield is 0.710. (2) The reactants are C(OC(N1C2C=CC(Cl)=CC=2N=[C:9]1[CH:18]([NH:24][C:25](=[O:40])[C:26]1[CH:31]=[CH:30][C:29]([C:32]([N:34]2[CH2:38][CH2:37][CH2:36][CH2:35]2)=[O:33])=[C:28]([CH3:39])[CH:27]=1)[CH2:19][CH2:20][C:21]([OH:23])=O)=O)(C)(C)C.CN(C(O[N:49]1N=[N:56][C:51]2[CH:52]=[CH:53][CH:54]=[CH:55][C:50]1=2)=[N+](C)C)C.[B-](F)(F)(F)F.C(N(C(C)C)CC)(C)C.[C:72]([O:76][C:77]([NH:79][CH2:80][CH:81]1[CH2:85][CH2:84][CH2:83][NH:82]1)=[O:78])([CH3:75])([CH3:74])[CH3:73].FC(F)(F)C(O)=O.[Cl:93]Cl. The catalyst is C(#N)C.C(OCC)(=O)C.C(O)C. The product is [Cl:93][C:54]1[CH:53]=[CH:52][C:51]2[NH:56][C:9]([C@@H:18]([NH:24][C:25](=[O:40])[C:26]3[CH:31]=[CH:30][C:29]([C:32]([N:34]4[CH2:35][CH2:36][CH2:37][CH2:38]4)=[O:33])=[C:28]([CH3:39])[CH:27]=3)[CH2:19][CH2:20][C:21]([N:82]3[CH2:83][CH2:84][CH2:85][C@H:81]3[CH2:80][NH:79][C:77]([O:76][C:72]([CH3:75])([CH3:73])[CH3:74])=[O:78])=[O:23])=[N:49][C:50]=2[CH:55]=1. The yield is 0.440.